Dataset: Full USPTO retrosynthesis dataset with 1.9M reactions from patents (1976-2016). Task: Predict the reactants needed to synthesize the given product. (1) Given the product [C:1]1([S:7]([N:10]2[C:18]3[C:13](=[CH:14][CH:15]=[CH:16][CH:17]=3)[CH:12]=[C:11]2[C:19]([OH:21])=[O:20])(=[O:9])=[O:8])[CH:2]=[CH:3][CH:4]=[CH:5][CH:6]=1, predict the reactants needed to synthesize it. The reactants are: [C:1]1([S:7]([N:10]2[C:18]3[C:13](=[CH:14][CH:15]=[CH:16][CH:17]=3)[CH:12]=[C:11]2[C:19]([O:21]C)=[O:20])(=[O:9])=[O:8])[CH:6]=[CH:5][CH:4]=[CH:3][CH:2]=1.O.[OH-].[Li+]. (2) Given the product [N:1]1([CH2:6][CH2:7][C:8]2[CH:9]=[CH:10][C:11]([CH2:12][NH2:13])=[CH:14][CH:15]=2)[CH2:5][CH2:4][CH2:3][CH2:2]1, predict the reactants needed to synthesize it. The reactants are: [N:1]1([CH2:6][CH2:7][C:8]2[CH:15]=[CH:14][C:11]([C:12]#[N:13])=[CH:10][CH:9]=2)[CH2:5][CH2:4][CH2:3][CH2:2]1.[H][H]. (3) Given the product [Cl:2][C:3]1[CH:8]=[C:7]([F:9])[CH:6]=[C:5]2[C:4]=1[NH:10][C:14]1[C:15](=[O:16])[CH2:17][CH2:19][CH2:12][C:13]2=1, predict the reactants needed to synthesize it. The reactants are: Cl.[Cl:2][C:3]1[CH:8]=[C:7]([F:9])[CH:6]=[CH:5][C:4]=1[NH:10]N.[CH2:12]1[CH2:19][C:17](=O)[C:15](=[O:16])[CH2:14][CH2:13]1. (4) Given the product [CH2:1]([O:3][C:4]([C:6]1([C:9]2[CH:14]=[CH:13][C:12]([C:15]3[CH:20]=[CH:19][C:18]([C:21]4[S:22][C:23]([Cl:29])=[CH:24][C:25]=4[NH:42][C:47]([O:41][C@@H:39]([C:34]4[CH:35]=[CH:36][CH:37]=[CH:38][C:33]=4[Cl:32])[CH3:40])=[O:51])=[CH:17][C:16]=3[O:30][CH3:31])=[CH:11][CH:10]=2)[CH2:8][CH2:7]1)=[O:5])[CH3:2], predict the reactants needed to synthesize it. The reactants are: [CH2:1]([O:3][C:4]([C:6]1([C:9]2[CH:14]=[CH:13][C:12]([C:15]3[CH:20]=[CH:19][C:18]([C:21]4[S:22][C:23]([Cl:29])=[CH:24][C:25]=4C(=O)N)=[CH:17][C:16]=3[O:30][CH3:31])=[CH:11][CH:10]=2)[CH2:8][CH2:7]1)=[O:5])[CH3:2].[Cl:32][C:33]1[CH:38]=[CH:37][CH:36]=[CH:35][C:34]=1[C@H:39]([OH:41])[CH3:40].[N:42]1[CH:47]=CC=CC=1.FC(F)(F)C(OI(C1C=CC=CC=1)OC(=O)C(F)(F)F)=[O:51]. (5) Given the product [Cl:7][C:8]1[C:17]2[C:12](=[C:13]([Cl:18])[CH:14]=[CH:15][CH:16]=2)[CH:11]=[C:10]([O:19][CH2:21][CH2:22][CH3:23])[N:9]=1, predict the reactants needed to synthesize it. The reactants are: C(=O)([O-])[O-].[K+].[K+].[Cl:7][C:8]1[C:17]2[C:12](=[C:13]([Cl:18])[CH:14]=[CH:15][CH:16]=2)[CH:11]=[C:10]([OH:19])[N:9]=1.Br[CH2:21][CH2:22][CH3:23].